From a dataset of Peptide-MHC class II binding affinity with 134,281 pairs from IEDB. Regression. Given a peptide amino acid sequence and an MHC pseudo amino acid sequence, predict their binding affinity value. This is MHC class II binding data. (1) The peptide sequence is FLHYIFMENAFELPT. The MHC is DRB1_0701 with pseudo-sequence DRB1_0701. The binding affinity (normalized) is 0.741. (2) The peptide sequence is ALEDDLLNRNNSFKP. The MHC is HLA-DQA10102-DQB10602 with pseudo-sequence HLA-DQA10102-DQB10602. The binding affinity (normalized) is 0.